Regression. Given a peptide amino acid sequence and an MHC pseudo amino acid sequence, predict their binding affinity value. This is MHC class I binding data. From a dataset of Peptide-MHC class I binding affinity with 185,985 pairs from IEDB/IMGT. The peptide sequence is QSITRSLIY. The MHC is HLA-A29:02 with pseudo-sequence HLA-A29:02. The binding affinity (normalized) is 0.407.